This data is from Full USPTO retrosynthesis dataset with 1.9M reactions from patents (1976-2016). The task is: Predict the reactants needed to synthesize the given product. (1) Given the product [CH2:1]([O:5][C:6]1[CH:11]=[CH:10][C:9]([CH2:12][CH2:13][C:14]2[CH:15]=[CH:16][CH:17]=[CH:18][CH:19]=2)=[CH:8][C:7]=1[C:20]1[NH:24][N:23]=[CH:22][CH:21]=1)[CH:2]([CH3:4])[CH3:3], predict the reactants needed to synthesize it. The reactants are: [CH2:1]([O:5][C:6]1[CH:11]=[CH:10][C:9](/[CH:12]=[CH:13]/[C:14]2[CH:19]=[CH:18][CH:17]=[CH:16][CH:15]=2)=[CH:8][C:7]=1[C:20]1[NH:24][N:23]=[CH:22][CH:21]=1)[CH:2]([CH3:4])[CH3:3]. (2) Given the product [Br:18][C:10]1[C:11]([OH:12])=[C:2]([Cl:1])[CH:3]=[C:4]2[C:9]=1[O:8][CH2:7][CH2:6][CH:5]2[C:13]([O:15][CH2:16][CH3:17])=[O:14], predict the reactants needed to synthesize it. The reactants are: [Cl:1][C:2]1[CH:3]=[C:4]2[C:9](=[CH:10][C:11]=1[OH:12])[O:8][CH2:7][CH2:6][CH:5]2[C:13]([O:15][CH2:16][CH3:17])=[O:14].[Br:18]Br. (3) The reactants are: [NH2:1][C:2]1[N:3]=[C:4]([CH3:29])[C:5]2=[C:6]([CH2:8][C@H:9]([C:14]3[CH:19]=[CH:18][C:17]([F:20])=[CH:16][C:15]=3[C:21]3[CH:26]=[CH:25][CH:24]=[C:23]([O:27][CH3:28])[N:22]=3)[NH:10]/[C:11]/2=[N:12]\[OH:13])[N:7]=1.C([O-])([O-])=O.[Cs+].[Cs+].I[CH2:37][CH2:38][C@H:39]1[CH2:43][O:42][C:41]([CH3:45])([CH3:44])[O:40]1. Given the product [CH3:44][C:41]1([CH3:45])[O:40][C@@H:39]([CH2:38][CH2:37][O:13]/[N:12]=[C:11]2\[NH:10][C@@H:9]([C:14]3[CH:19]=[CH:18][C:17]([F:20])=[CH:16][C:15]=3[C:21]3[CH:26]=[CH:25][CH:24]=[C:23]([O:27][CH3:28])[N:22]=3)[CH2:8][C:6]3[N:7]=[C:2]([NH2:1])[N:3]=[C:4]([CH3:29])[C:5]\2=3)[CH2:43][O:42]1, predict the reactants needed to synthesize it. (4) Given the product [CH3:18][C:5]1[CH:4]=[C:3]([OH:2])[CH:8]=[CH:7][C:6]=1[CH2:9][CH2:10][CH2:11][CH2:12][C:13]1[NH:14][N:15]=[N:16][CH:17]=1, predict the reactants needed to synthesize it. The reactants are: C[O:2][C:3]1[CH:8]=[CH:7][C:6]([CH2:9][CH2:10][CH2:11][CH2:12][C:13]2[N:14]=[N:15][NH:16][CH:17]=2)=[C:5]([CH3:18])[CH:4]=1.Br.[OH-].[Na+]. (5) Given the product [C:18]([C:8]1[C@@H:9]([C:10]2[CH:15]=[CH:14][C:13]([C:16]#[N:17])=[CH:12][CH:11]=2)[N:4]2[N:3]=[C:2]([NH:1][C:42]([NH:41][CH2:39][CH3:40])=[O:43])[N:31]=[C:5]2[N:6]([C:21]2[CH:26]=[CH:25][CH:24]=[C:23]([C:27]([F:28])([F:30])[F:29])[CH:22]=2)[C:7]=1[CH3:20])#[N:19], predict the reactants needed to synthesize it. The reactants are: [NH2:1][C:2]1[N:31]=[C:5]2[N:6]([C:21]3[CH:26]=[CH:25][CH:24]=[C:23]([C:27]([F:30])([F:29])[F:28])[CH:22]=3)[C:7]([CH3:20])=[C:8]([C:18]#[N:19])[C@@H:9]([C:10]3[CH:15]=[CH:14][C:13]([C:16]#[N:17])=[CH:12][CH:11]=3)[N:4]2[N:3]=1.S([O-])([O-])(=O)=O.[Na+].[Na+].[CH2:39]([N:41]=[C:42]=[O:43])[CH3:40]. (6) Given the product [CH2:10]([C:7]1[CH:6]=[C:5]([C:3]([OH:4])=[O:2])[O:9][N:8]=1)[CH:11]([CH3:13])[CH3:12], predict the reactants needed to synthesize it. The reactants are: C[O:2][C:3]([C:5]1[O:9][N:8]=[C:7]([CH2:10][CH:11]([CH3:13])[CH3:12])[CH:6]=1)=[O:4].[Li+].[OH-].